This data is from Full USPTO retrosynthesis dataset with 1.9M reactions from patents (1976-2016). The task is: Predict the reactants needed to synthesize the given product. (1) Given the product [Br:1][C:2]1[CH:7]=[C:6]([CH:5]=[CH:4][C:3]=1[CH3:11])[NH2:8], predict the reactants needed to synthesize it. The reactants are: [Br:1][C:2]1[CH:7]=[C:6]([N+:8]([O-])=O)[CH:5]=[CH:4][C:3]=1[CH3:11].O.C(O)C.N. (2) Given the product [C:89]([NH:92][CH2:93][C@@H:94]([C@H:99]([OH:101])[CH3:100])[C:95]([O:97][CH3:98])=[O:96])(=[O:91])[CH3:90], predict the reactants needed to synthesize it. The reactants are: P([O-])([O-])([O-])=O.O=C[C@@H]([C@H]([C@@H]([C@@H](CO)O)O)O)O.CC1C(C)=CC2N(C[C@H](O)[C@H](O)[C@H](O)CO)C3C(=NC=2C=1)C(=O)NC(=O)N=3.C1N=C(N)C2N=CN([C@@H]3O[C@H](COP(OP(OC[C@H]4O[C@@H](N5C=C(C(N)=O)CC=C5)[C@H](O)[C@@H]4O)(O)=O)(O)=O)[C@@H](O)[C@H]3O)C=2N=1.[C:89]([NH:92][CH2:93][CH:94]([C:99](=[O:101])[CH3:100])[C:95]([O:97][CH3:98])=[O:96])(=[O:91])[CH3:90]. (3) Given the product [F:1][C:2]1[CH:10]=[CH:9][C:8]([C:11]([F:12])([F:13])[F:14])=[CH:7][C:3]=1[C:4]([Cl:15])=[N:5][OH:6], predict the reactants needed to synthesize it. The reactants are: [F:1][C:2]1[CH:10]=[CH:9][C:8]([C:11]([F:14])([F:13])[F:12])=[CH:7][C:3]=1[CH:4]=[N:5][OH:6].[Cl:15]N1C(=O)CCC1=O. (4) Given the product [CH3:20][O:19][C:14]1[CH:15]=[CH:16][CH:17]=[CH:18][C:13]=1[C:12]1[N:6]2[C:7]([CH:8]=[N:9][C:4]([NH:30][C:31]3[CH:32]=[C:33]4[C:37](=[CH:38][CH:39]=3)[N:36]([CH3:40])[C:35](=[O:41])[CH2:34]4)=[N:5]2)=[CH:10][CH:11]=1, predict the reactants needed to synthesize it. The reactants are: CS([C:4]1[N:9]=[CH:8][C:7]2=[CH:10][CH:11]=[C:12]([C:13]3[CH:18]=[CH:17][CH:16]=[CH:15][C:14]=3[O:19][CH3:20])[N:6]2[N:5]=1)=O.C(N(CC)C(C)C)(C)C.[NH2:30][C:31]1[CH:32]=[C:33]2[C:37](=[CH:38][CH:39]=1)[N:36]([CH3:40])[C:35](=[O:41])[CH2:34]2.COCC(O)C. (5) Given the product [CH2:4]([O:6][C:7]([C:8]1[NH:2][N:3]=[C:10]([CH:11]([O:13][C:14]2[CH:19]=[CH:18][CH:17]=[CH:16][CH:15]=2)[CH3:12])[CH:9]=1)=[O:22])[CH3:5], predict the reactants needed to synthesize it. The reactants are: O.[NH2:2][NH2:3].[CH2:4]([O:6][C:7](=[O:22])[C:8](=O)[CH2:9][C:10](=O)[CH:11]([O:13][C:14]1[CH:19]=[CH:18][CH:17]=[CH:16][CH:15]=1)[CH3:12])[CH3:5]. (6) Given the product [CH2:35]([C:20]1[N:21]=[C:22]([NH:23][CH2:24][C:25]2[CH:30]=[CH:29][C:28]([O:31][CH3:32])=[CH:27][C:26]=2[O:33][CH3:34])[C:17]2[NH:16][N:15]=[C:14]([CH2:13][CH2:52][CH2:49][CH2:47][CH2:46][CH2:45][N:59]3[CH2:60][CH2:61][CH:62]([OH:69])[CH2:63][CH2:64]3)[C:18]=2[N:19]=1)[CH2:36][CH2:37][CH3:38], predict the reactants needed to synthesize it. The reactants are: N1(CCCCC[CH2:13][C:14]2[C:18]3[N:19]=[C:20]([CH2:35][CH2:36][CH2:37][CH3:38])[N:21]=[C:22]([NH:23][CH2:24][C:25]4[CH:30]=[CH:29][C:28]([O:31][CH3:32])=[CH:27][C:26]=4[O:33][CH3:34])[C:17]=3[NH:16][N:15]=2)CCCCCC1.C(C1N=[C:45]([NH:59][CH2:60][C:61]2C=C[C:64](OC)=[CH:63][C:62]=2[O:69]C)[C:46]2NN=[C:49]([C:52]#CCCCCCl)[C:47]=2N=1)CCC.OC1CCNCC1. (7) Given the product [NH2:2][CH2:1][C:3]1[CH:4]=[C:5]([CH:32]=[CH:33][CH:34]=1)[CH2:6][N:7]1[CH2:31][CH2:30][C:10]2([N:14]([C:15]3[CH:20]=[CH:19][CH:18]=[C:17]([F:21])[CH:16]=3)[C:13](=[O:22])[N:12]=[C:11]2[NH:23][CH:24]2[CH2:29][CH2:28][CH2:27][CH2:26][CH2:25]2)[CH2:9][CH2:8]1, predict the reactants needed to synthesize it. The reactants are: [C:1]([C:3]1[CH:4]=[C:5]([CH:32]=[CH:33][CH:34]=1)[CH2:6][N:7]1[CH2:31][CH2:30][C:10]2([N:14]([C:15]3[CH:20]=[CH:19][CH:18]=[C:17]([F:21])[CH:16]=3)[C:13](=[O:22])[N:12]=[C:11]2[NH:23][CH:24]2[CH2:29][CH2:28][CH2:27][CH2:26][CH2:25]2)[CH2:9][CH2:8]1)#[N:2]. (8) Given the product [CH2:7]([O:6][C:4](=[O:5])[CH2:3][C:2]([NH:10][C:11]1[C:12]([C:25]([O:27][CH2:28][CH3:29])=[O:26])=[N:13][CH:14]=[C:15]([CH2:17][C:18]2[CH:19]=[CH:20][C:21]([F:24])=[CH:22][CH:23]=2)[CH:16]=1)=[O:9])[CH3:8], predict the reactants needed to synthesize it. The reactants are: Cl[C:2](=[O:9])[CH2:3][C:4]([O:6][CH2:7][CH3:8])=[O:5].[NH2:10][C:11]1[C:12]([C:25]([O:27][CH2:28][CH3:29])=[O:26])=[N:13][CH:14]=[C:15]([CH2:17][C:18]2[CH:23]=[CH:22][C:21]([F:24])=[CH:20][CH:19]=2)[CH:16]=1. (9) Given the product [CH3:1][O:2][C:3]([C:4]1[N:21]=[C:18]([CH3:19])[S:20][C:5]=1[C:6]1[CH:11]=[CH:10][CH:9]=[C:8]([N+:12]([O-:14])=[O:13])[CH:7]=1)=[O:17], predict the reactants needed to synthesize it. The reactants are: [CH3:1][O:2][C:3](=[O:17])[C:4](=O)[CH:5](Cl)[C:6]1[CH:11]=[CH:10][CH:9]=[C:8]([N+:12]([O-:14])=[O:13])[CH:7]=1.[C:18]([NH2:21])(=[S:20])[CH3:19].